Task: Predict the reactants needed to synthesize the given product.. Dataset: Full USPTO retrosynthesis dataset with 1.9M reactions from patents (1976-2016) (1) Given the product [N:12]1([CH2:11][C:9]2[N:10]=[C:6]3[CH:5]=[CH:4][CH:3]=[C:2]([N:30]4[CH2:31][CH2:32][C@@H:28]([N:27]([CH3:33])[CH3:26])[CH2:29]4)[N:7]3[CH:8]=2)[C@H:25]2[C@H:16]([CH2:17][CH2:18][C:19]3[C:24]2=[N:23][CH:22]=[CH:21][CH:20]=3)[CH2:15][CH2:14][CH2:13]1, predict the reactants needed to synthesize it. The reactants are: F[C:2]1[N:7]2[CH:8]=[C:9]([CH2:11][N:12]3[C@H:25]4[C@H:16]([CH2:17][CH2:18][C:19]5[C:24]4=[N:23][CH:22]=[CH:21][CH:20]=5)[CH2:15][CH2:14][CH2:13]3)[N:10]=[C:6]2[CH:5]=[CH:4][CH:3]=1.[CH3:26][N:27]([CH3:33])[C@@H:28]1[CH2:32][CH2:31][NH:30][CH2:29]1. (2) Given the product [CH3:7][O:6][C:3]([O:4][CH3:5])([CH2:19][OH:22])[CH2:25][OH:26], predict the reactants needed to synthesize it. The reactants are: CO[CH:3]([O:6][CH3:7])[O:4][CH3:5].C1(C)C=CC(S(O)(=O)=O)=CC=1.[C:19]([O-:22])([O-])=O.[Na+].[Na+].[CH3:25][OH:26]. (3) The reactants are: O.[CH3:2][N:3]([CH3:35])[CH2:4][CH2:5][N:6]([CH3:34])[C:7]1[C:12]([N+:13]([O-])=O)=[CH:11][C:10]([NH:16][C:17]2[N:22]=[C:21]([C:23]3[C:31]4[C:26](=[CH:27][CH:28]=[CH:29][CH:30]=4)[NH:25][CH:24]=3)[CH:20]=[CH:19][N:18]=2)=[C:9]([O:32][CH3:33])[CH:8]=1.[NH4+].[Cl-]. Given the product [CH3:35][N:3]([CH3:2])[CH2:4][CH2:5][N:6]([CH3:34])[C:7]1[C:12]([NH2:13])=[CH:11][C:10]([NH:16][C:17]2[N:22]=[C:21]([C:23]3[C:31]4[C:26](=[CH:27][CH:28]=[CH:29][CH:30]=4)[NH:25][CH:24]=3)[CH:20]=[CH:19][N:18]=2)=[C:9]([O:32][CH3:33])[CH:8]=1, predict the reactants needed to synthesize it.